From a dataset of Retrosynthesis with 50K atom-mapped reactions and 10 reaction types from USPTO. Predict the reactants needed to synthesize the given product. (1) Given the product COc1ccc(CN(C(=O)C2CCCc3ccc(OC)cc32)c2ccc(OC)cc2)cc1, predict the reactants needed to synthesize it. The reactants are: COc1ccc(CNc2ccc(OC)cc2)cc1.COc1ccc2c(c1)C(C(=O)O)CCC2. (2) Given the product COC(=O)c1ccc(OCC2CCCN2)c(C)c1, predict the reactants needed to synthesize it. The reactants are: COC(=O)c1ccc(OCC2CCCN2C(=O)OC(C)(C)C)c(C)c1.